This data is from Full USPTO retrosynthesis dataset with 1.9M reactions from patents (1976-2016). The task is: Predict the reactants needed to synthesize the given product. (1) Given the product [F:11][C:5]1[N:4]=[C:3]([C:9]#[N:10])[C:2]([O:19][C:18]2[CH2:17][CH2:16][C:15](=[O:20])[C:14]=2[CH3:13])=[N:7][CH:6]=1, predict the reactants needed to synthesize it. The reactants are: Cl[C:2]1[C:3]([C:9]#[N:10])=[N:4][C:5](Cl)=[CH:6][N:7]=1.[F-:11].[K+].[CH3:13][CH:14]1[C:18](=[O:19])[CH2:17][CH2:16][C:15]1=[O:20].C(N(CC)CC)C. (2) Given the product [O:10]1[CH:14]=[CH:13][CH:12]=[C:11]1[CH:15]1[N:9]([CH2:8][CH2:7][CH2:6][N:1]2[CH:5]=[CH:4][N:3]=[CH:2]2)[C:20](=[O:19])[C:21]([OH:28])=[C:22]1[CH2:23][CH2:24][CH2:25][CH2:26][CH3:27], predict the reactants needed to synthesize it. The reactants are: [N:1]1([CH2:6][CH2:7][CH2:8][NH2:9])[CH:5]=[CH:4][N:3]=[CH:2]1.[O:10]1[CH:14]=[CH:13][CH:12]=[C:11]1[CH:15]=O.C([O:19][C:20](=O)[C:21](=[O:28])[CH2:22][CH2:23][CH2:24][CH2:25][CH2:26][CH3:27])C. (3) Given the product [Br:1][C:2]1[N:7]=[C:6]([CH2:8][N:9]2[C:18]3[C:13](=[CH:14][CH:15]=[CH:16][CH:17]=3)[C:12](=[O:19])[C:11]([C:20]([C:22]3[CH:23]=[N:24][C:25]([N:30]([CH3:31])[CH3:29])=[CH:26][CH:27]=3)=[O:21])=[CH:10]2)[CH:5]=[CH:4][CH:3]=1, predict the reactants needed to synthesize it. The reactants are: [Br:1][C:2]1[N:7]=[C:6]([CH2:8][N:9]2[C:18]3[C:13](=[CH:14][CH:15]=[CH:16][CH:17]=3)[C:12](=[O:19])[C:11]([C:20]([C:22]3[CH:23]=[N:24][C:25](Cl)=[CH:26][CH:27]=3)=[O:21])=[CH:10]2)[CH:5]=[CH:4][CH:3]=1.[CH3:29][NH:30][CH3:31].